This data is from Human Reference Interactome with 51,813 positive PPI pairs across 8,248 proteins, plus equal number of experimentally-validated negative pairs. The task is: Binary Classification. Given two protein amino acid sequences, predict whether they physically interact or not. (1) Protein 1 (ENSG00000179165) has sequence MKKKHDGIVYETKEVLNPSPKVTHCCKSLWLKYSFQKAYMTQLVSSQPVPAMSRNPDHNLLSQPKEHSIVQKHHQEEIIHKLAMQLRHIGDNIDHRMVREDLQQDGRDALDHFVFFFFRRVQVLLHFFWNNHLL*MQLRHIGDNIDHRMVREDLQQDGRDALDHFVFFFFRRVQVLLHFFWNNHLL*. Protein 2 (ENSG00000124160) has sequence MNTAPSRPSPTRRDPYGFGDSRDSRRDRSPIRGSPRREPRDGRNGRDARDSRDIRDPRDLRDHRHSRDLRDHRDSRSVRDVRDVRDLRDFRDLRDSRDFRDQRDPMYDRYRDMRDSRDPMYRREGSYDRYLRMDDYCRRKDDSYFDRYRDSFDGRGPPGPESQSRAKERLKREERRREELYRQYFEEIQRRFDAERPVDCSVIVVNKQTKDYAESVGRKVRDLGMVVDLIFLNTEVSLSQALEDVSRGGSPFAIVITQQHQIHRSCTVNIMFGTPQEHRNMPQADAMVLVARNYERYKNE.... Result: 0 (the proteins do not interact). (2) Protein 1 (ENSG00000159592) has sequence MAQHDFVPAWLNFSTPQSAKSPTATFEKHGEHLPRGEGRFGVSRRRHNSSDGFFNNGPLRTAGDSWHQPSLFRHDSVDSGVSKGAYAGITGNPSGWHSSSRGHDGMSQRSGGGTGNHRHWNGSFHSRKGCAFQEKPPMEIREEKKEDKVEKLQFEEEDFPSLNPEAGKQHQPCRPIGTPSGVWENPPSAKQPSKMLVIKKVSKEDPAAAFSAAFTSPGSHHANGNKLSSVVPSVYKNLVPKPVPPPSKPNAWKANRMEHKSGSLSSSRESAFTSPISVTKPVVLASGAALSSPKESPSST.... Protein 2 (ENSG00000116691) has sequence MVEAEELAQLRLLNLELLRQLWVGQDAVRRSVARAASESSLESSSSYNSETPSTPETSSTSLSTSCPRGRSSVWGPPDACRGDLRDVARSGVASLPPAKCQHQESLGRPRPHSAPSLGTSSLRDPEPSGRLGDPGPQEAQTPRSILAQQSKLSKPRVTFSEESAVPKRSWRLRPYLGYDWIAGSLDTSSSITSQPEAFFSKLQEFRETNKEECICSHPEPQLPGLRESSGSGVEEDHECVYCYRVNRRLFPVPVDPGTPCRLCRTPRDQQGPGTLAQPAHVRVSIPLSILEPPHRYHIHR.... Result: 0 (the proteins do not interact). (3) Protein 1 (ENSG00000116132) has sequence MTSSYGHVLERQPALGGRLDSPGNLDTLQAKKNFSVSHLLDLEEAGDMVAAQADENVGEAGRSLLESPGLTSGSDTPQQDNDQLNSEEKKKRKQRRNRTTFNSSQLQALERVFERTHYPDAFVREDLARRVNLTEARVQVWFQNRRAKFRRNERAMLANKNASLLKSYSGDVTAVEQPIVPRPAPRPTDYLSWGTASPYSAMATYSATCANNSPAQGINMANSIANLRLKAKEYSLQRNQVPTVN*MTSSYGHVLERQPALGGRLDSPGNLDTLQAKKNFSVSHLLDLEEAGDMVAAQAD.... Protein 2 (ENSG00000197140) has sequence MFRLWLLLAGLCGLLASRPGFQNSLLQIVIPEKIQTNTNDSSEIEYEQISYIIPIDEKLYTVHLKQRYFLADNFMIYLYNQGSMNTYSSDIQTQCYYQGNIEGYPDSMVTLSTCSGLRGILQFENVSYGIEPLESAVEFQHVLYKLKNEDNDIAIFIDRSLKEQPMDDNIFISEKSEPAVPDLFPLYLEMHIVVDKTLYDYWGSDSMIVTNKVIEIVGLANSMFTQFKVTIVLSSLELWSDENKISTVGEADELLQKFLEWKQSYLNLRPHDIAYLLIYMDYPRYLGAVFPGTMCITRYS.... Result: 0 (the proteins do not interact). (4) Protein 1 (ENSG00000204923) has sequence MHKNSKRNNNLRVSHTEANSVDAEKEKNESQNNFFELLPAEITFKIFSQLDIRSLCRASLTCRSWNDTIRNSDSLWKPHCMTVRAVCRREIDDDLESGYSWRVILLRNYQKSKVKHEWLSGRYSNICSPISLPEKIMYPMDADTWGEILEAELER*. Protein 2 (ENSG00000163517) has sequence MLHTTQLYQHVPETRWPIVYSPRYNITFMGLEKLHPFDAGKWGKVINFLKEEKLLSDSMLVEAREASEEDLLVVHTRRYLNELKWSFAVATITEIPPVIFLPNFLVQRKVLRPLRTQTGGTIMAGKLAVERGWAINVGGGFHHCSSDRGGGFCAYADITLAIKFLFERVEGISRATIIDLDAHQGNGHERDFMDDKRVYIMDVYNRHIYPGDRFAKQAIRRKVELEWGTEDDEYLDKVERNIKKSLQEHLPDVVVYNAGTDILEGDRLGGLSISPAGIVKRDELVFRMVRGRRVPILMVT.... Result: 0 (the proteins do not interact). (5) Protein 1 (ENSG00000103591) has sequence MAAGVPCALVTSCSSVFSGDQLVQHILGTEDLIVEVTSNDAVRFYPWTIDNKYYSADINLCVVPNKFLVTAEIAESVQAFVVYFDSTQKSGLDSVSSWLPLAKAWLPEVMILVCDRVSEDGINRQKAQEWCIKHGFELVELSPEELPEEDDDFPESTGVKRIVQALNANVWSNVVMKNDRNQGFSLLNSLTGTNHSIGSADPCHPEQPHLPAADSTESLSDHRGGASNTTDAQVDSIVDPMLDLDIQELASLTTGGGDVENFERLFSKLKEMKDKAATLPHEQRKVHAEKVAKAFWMAIG.... Protein 2 (ENSG00000114784) has sequence MSTIQNLQSFDPFADATKGDDLLPAGTEDYIHIRIQQRNGRKTLTTVQGIADDYDKKKLVKAFKKKFACNGTVIEHPEYGEVIQLQGDQRKNICQFLLEVGIVKEEQLKVHGF*. Result: 0 (the proteins do not interact).